From a dataset of Full USPTO retrosynthesis dataset with 1.9M reactions from patents (1976-2016). Predict the reactants needed to synthesize the given product. The reactants are: C[O:2][CH:3](OC)[CH2:4][N:5]1[CH:9]=[C:8]([N+:10]([O-:12])=[O:11])[CH:7]=[N:6]1.Cl. Given the product [N+:10]([C:8]1[CH:7]=[N:6][N:5]([CH2:4][CH:3]=[O:2])[CH:9]=1)([O-:12])=[O:11], predict the reactants needed to synthesize it.